This data is from Full USPTO retrosynthesis dataset with 1.9M reactions from patents (1976-2016). The task is: Predict the reactants needed to synthesize the given product. (1) Given the product [CH3:15][N:17]([CH3:18])[S:2]([C:5]1[CH:6]=[CH:7][C:8]([CH3:14])=[C:9]([CH:13]=1)[C:10]([OH:12])=[O:11])(=[O:4])=[O:3], predict the reactants needed to synthesize it. The reactants are: Cl[S:2]([C:5]1[CH:6]=[CH:7][C:8]([CH3:14])=[C:9]([CH:13]=1)[C:10]([OH:12])=[O:11])(=[O:4])=[O:3].[CH2:15]([NH:17][CH2:18]C)C. (2) The reactants are: [C:1]([Si:5]([CH3:34])([CH3:33])[O:6][CH2:7][CH2:8][NH:9][C:10]1[CH:15]=[CH:14][C:13]([NH:16][C:17]([C:19]2[C:23]([NH:24][C:25]([C:27]3[S:28][C:29]([Cl:32])=[CH:30][CH:31]=3)=[O:26])=[CH:22][S:21][N:20]=2)=[O:18])=[CH:12][CH:11]=1)([CH3:4])([CH3:3])[CH3:2].[N:35]#[C:36]Br.C(=O)(O)[O-].[Na+]. Given the product [Si:5]([O:6][CH2:7][CH2:8][N:9]([C:36]#[N:35])[C:10]1[CH:15]=[CH:14][C:13]([NH:16][C:17]([C:19]2[C:23]([NH:24][C:25]([C:27]3[S:28][C:29]([Cl:32])=[CH:30][CH:31]=3)=[O:26])=[CH:22][S:21][N:20]=2)=[O:18])=[CH:12][CH:11]=1)([C:1]([CH3:4])([CH3:3])[CH3:2])([CH3:34])[CH3:33], predict the reactants needed to synthesize it. (3) Given the product [CH3:1][C:2]1([CH3:25])[O:7][CH2:6][C:5]([C:8]2[O:9][C:10]([CH3:13])=[CH:11][N:12]=2)([NH2:14])[CH2:4][O:3]1, predict the reactants needed to synthesize it. The reactants are: [CH3:1][C:2]1([CH3:25])[O:7][CH2:6][C:5]([NH:14]C(=O)OCC2C=CC=CC=2)([C:8]2[O:9][C:10]([CH3:13])=[CH:11][N:12]=2)[CH2:4][O:3]1.